This data is from Catalyst prediction with 721,799 reactions and 888 catalyst types from USPTO. The task is: Predict which catalyst facilitates the given reaction. (1) Reactant: [N:1]([CH:4]([C:6]1[N:7]([S:21]([C:24]2[CH:29]=[CH:28][C:27]([CH3:30])=[CH:26][CH:25]=2)(=[O:23])=[O:22])[C:8]2[C:13]([C:14]=1[C:15]1[CH:20]=[CH:19][CH:18]=[CH:17][CH:16]=1)=[CH:12][CH:11]=[CH:10][CH:9]=2)[CH3:5])=[N+]=[N-]. Product: [C:15]1([C:14]2[C:13]3[C:8](=[CH:9][CH:10]=[CH:11][CH:12]=3)[N:7]([S:21]([C:24]3[CH:25]=[CH:26][C:27]([CH3:30])=[CH:28][CH:29]=3)(=[O:22])=[O:23])[C:6]=2[CH:4]([NH2:1])[CH3:5])[CH:16]=[CH:17][CH:18]=[CH:19][CH:20]=1. The catalyst class is: 99. (2) Reactant: [F:1][C:2]1[CH:7]=[CH:6][CH:5]=[CH:4][C:3]=1[N:8]1[C:16]2[C:11](=[C:12]([N:17]3[CH2:21][CH2:20][N:19]([CH2:22][C:23](O)=[O:24])[C:18]3=[O:26])[CH:13]=[CH:14][CH:15]=2)[CH:10]=[N:9]1.[CH3:27][C@H:28]1[CH2:32][CH2:31][CH2:30][NH:29]1.C(N(C(C)C)C(C)C)C.CN(C(ON1N=NC2C=CC=NC1=2)=[N+](C)C)C.F[P-](F)(F)(F)(F)F. Product: [F:1][C:2]1[CH:7]=[CH:6][CH:5]=[CH:4][C:3]=1[N:8]1[C:16]2[C:11](=[C:12]([N:17]3[CH2:21][CH2:20][N:19]([CH2:22][C:23]([N:29]4[CH2:30][CH2:31][CH2:32][C@@H:28]4[CH3:27])=[O:24])[C:18]3=[O:26])[CH:13]=[CH:14][CH:15]=2)[CH:10]=[N:9]1. The catalyst class is: 7. (3) Reactant: C(OC([N:8]1[CH2:14][CH2:13][CH2:12][N:11]([C:15](=[O:33])[C:16]2[CH:21]=[CH:20][C:19](/[CH:22]=[CH:23]/[C:24]3[C:32]4[C:27](=[CH:28][CH:29]=[CH:30][CH:31]=4)[NH:26][N:25]=3)=[CH:18][CH:17]=2)[CH2:10][CH2:9]1)=O)(C)(C)C.[ClH:34].CO. Product: [ClH:34].[ClH:34].[NH:26]1[C:27]2[C:32](=[CH:31][CH:30]=[CH:29][CH:28]=2)[C:24](/[CH:23]=[CH:22]/[C:19]2[CH:18]=[CH:17][C:16]([C:15]([N:11]3[CH2:12][CH2:13][CH2:14][NH:8][CH2:9][CH2:10]3)=[O:33])=[CH:21][CH:20]=2)=[N:25]1. The catalyst class is: 5. (4) Reactant: [CH2:1]([O:8][N:9]1[C:15](=[O:16])[N:14]2[CH2:17][C@H:10]1[CH2:11][CH2:12][C@H:13]2[C:18]([OH:20])=O)[C:2]1[CH:7]=[CH:6][CH:5]=[CH:4][CH:3]=1.[C:21]([O:25][C:26](=[O:32])[NH:27][CH2:28][CH2:29][O:30][NH2:31])([CH3:24])([CH3:23])[CH3:22].ON1C2C=CC=CC=2N=N1.Cl.C(N=C=NCCCN(C)C)C. Product: [CH2:1]([O:8][N:9]1[C:15](=[O:16])[N:14]2[CH2:17][C@H:10]1[CH2:11][CH2:12][C@H:13]2[C:18]([NH:31][O:30][CH2:29][CH2:28][NH:27][C:26](=[O:32])[O:25][C:21]([CH3:23])([CH3:22])[CH3:24])=[O:20])[C:2]1[CH:3]=[CH:4][CH:5]=[CH:6][CH:7]=1. The catalyst class is: 64.